The task is: Predict the reaction yield, written as a fraction of the theoretical maximum amount of product (1.0 means a 100% yield; for example, 0.34 means a 34% yield).. This data is from Reaction yield outcomes from USPTO patents with 853,638 reactions. The reactants are [CH2:1]([OH:6])[CH2:2][CH:3]([OH:5])[CH3:4].N1C=CN=C1.[C:12]([Si:16](Cl)([CH3:18])[CH3:17])([CH3:15])([CH3:14])[CH3:13].CCOCC. The catalyst is CN(C)C=O.CCCCCC. The product is [Si:16]([O:6][CH2:1][CH2:2][CH:3]([OH:5])[CH3:4])([C:12]([CH3:15])([CH3:14])[CH3:13])([CH3:18])[CH3:17]. The yield is 0.800.